From a dataset of Reaction yield outcomes from USPTO patents with 853,638 reactions. Predict the reaction yield, written as a fraction of the theoretical maximum amount of product (1.0 means a 100% yield; for example, 0.34 means a 34% yield). (1) The reactants are [C:1]([O:5][C:6](=[O:29])[CH2:7][O:8][NH:9][C:10]([C@@H:12]1[CH2:18][CH2:17][C@@H:16]2[CH2:19][N:13]1[C:14](=[O:28])[N:15]2[O:20]CC1C=CC=CC=1)=[O:11])([CH3:4])([CH3:3])[CH3:2].[H][H]. The catalyst is CO.[Pd]. The product is [C:1]([O:5][C:6](=[O:29])[CH2:7][O:8][NH:9][C:10]([C@@H:12]1[CH2:18][CH2:17][C@@H:16]2[CH2:19][N:13]1[C:14](=[O:28])[N:15]2[OH:20])=[O:11])([CH3:4])([CH3:2])[CH3:3]. The yield is 0.890. (2) The reactants are [NH2:1][C:2]1[CH:3]=[C:4]([CH:8]([NH:48][C:49](=[O:55])[O:50][C:51]([CH3:54])([CH3:53])[CH3:52])[CH2:9][N:10]2[C:15](=[O:16])[C:14]3[C:17]4([O:33][CH2:34][C:13]=3[N:12]([CH2:35][C:36]3[C:41]([C:42]([F:45])([F:44])[F:43])=[CH:40][CH:39]=[CH:38][C:37]=3[F:46])[C:11]2=[O:47])[CH2:22][CH2:21][N:20]([CH2:23][C:24]2[O:25][C:26]([C:29]([F:32])([F:31])[F:30])=[CH:27][CH:28]=2)[CH2:19][CH2:18]4)[CH:5]=[CH:6][CH:7]=1.CCN(C(C)C)C(C)C.C1N=C[N:67]([C:70](N2C=NC=C2)=[O:71])[CH:66]=1.CN.C1COCC1. The catalyst is C(Cl)Cl. The product is [F:46][C:37]1[CH:38]=[CH:39][CH:40]=[C:41]([C:42]([F:45])([F:44])[F:43])[C:36]=1[CH2:35][N:12]1[C:13]2[CH2:34][O:33][C:17]3([CH2:22][CH2:21][N:20]([CH2:23][C:24]4[O:25][C:26]([C:29]([F:30])([F:31])[F:32])=[CH:27][CH:28]=4)[CH2:19][CH2:18]3)[C:14]=2[C:15](=[O:16])[N:10]([CH2:9][CH:8]([NH:48][C:49](=[O:55])[O:50][C:51]([CH3:52])([CH3:54])[CH3:53])[C:4]2[CH:5]=[CH:6][CH:7]=[C:2]([NH:1][C:70]([NH:67][CH3:66])=[O:71])[CH:3]=2)[C:11]1=[O:47]. The yield is 0.500. (3) The reactants are [CH:1]1[C:13]2[CH:12]([CH2:14][O:15][C:16]([NH:18][C@@H:19]3[CH2:23][N:22](C(OC(C)(C)C)=O)[C@H:21]([C:31](=[O:43])[NH:32][C@H:33]4[C:42]5[C:37](=[CH:38][CH:39]=[CH:40][CH:41]=5)[CH2:36][CH2:35][CH2:34]4)[CH2:20]3)=[O:17])[C:11]3[C:6](=[CH:7][CH:8]=[CH:9][CH:10]=3)[C:5]=2[CH:4]=[CH:3][CH:2]=1.C(O)(C(F)(F)F)=O. The catalyst is C(Cl)Cl. The product is [C@H:33]1([NH:32][C:31]([C@H:21]2[NH:22][CH2:23][C@@H:19]([NH:18][C:16](=[O:17])[O:15][CH2:14][CH:12]3[C:11]4[CH:10]=[CH:9][CH:8]=[CH:7][C:6]=4[C:5]4[C:13]3=[CH:1][CH:2]=[CH:3][CH:4]=4)[CH2:20]2)=[O:43])[C:42]2[C:37](=[CH:38][CH:39]=[CH:40][CH:41]=2)[CH2:36][CH2:35][CH2:34]1. The yield is 1.00. (4) The reactants are [CH3:1][O:2][C:3](=[O:15])[C:4]1[CH:9]=[CH:8][C:7]([CH:10]=O)=[C:6]([N+]([O-])=O)[CH:5]=1.[CH2:16]([O:18][C:19](=[O:22])[CH2:20][SH:21])[CH3:17].C(=O)([O-])[O-].[K+].[K+]. The catalyst is CN(C=O)C. The product is [CH3:1][O:2][C:3]([C:4]1[CH:9]=[CH:8][C:7]2[CH:10]=[C:20]([C:19]([O:18][CH2:16][CH3:17])=[O:22])[S:21][C:6]=2[CH:5]=1)=[O:15]. The yield is 0.904. (5) The yield is 0.860. The product is [F:1][C:2]([F:12])([F:13])[C:3]1[CH:4]=[C:5]([CH:9]=[CH:10][CH:11]=1)[C:6]([O:8][CH3:18])=[O:7]. The reactants are [F:1][C:2]([F:13])([F:12])[C:3]1[CH:4]=[C:5]([CH:9]=[CH:10][CH:11]=1)[C:6]([OH:8])=[O:7].S(Cl)(Cl)=O.[CH3:18]O. No catalyst specified.